Dataset: Reaction yield outcomes from USPTO patents with 853,638 reactions. Task: Predict the reaction yield, written as a fraction of the theoretical maximum amount of product (1.0 means a 100% yield; for example, 0.34 means a 34% yield). (1) The reactants are [Cl-].O[NH3+:3].[C:4](=[O:7])([O-])[OH:5].[Na+].CS(C)=O.[CH2:13]([C:17]1[N:22]2[N:23]=[CH:24][CH:25]=[C:21]2[N:20]([C@H:26]2[CH2:31][CH2:30][C@H:29]([O:32][CH2:33][C:34]([OH:37])([CH3:36])[CH3:35])[CH2:28][CH2:27]2)[C:19](=[O:38])[C:18]=1[CH2:39][C:40]1[CH:45]=[CH:44][C:43]([C:46]2[C:47]([C:52]#[N:53])=[CH:48][CH:49]=[CH:50][CH:51]=2)=[C:42]([F:54])[CH:41]=1)[CH2:14][CH2:15][CH3:16]. The catalyst is C(OCC)(=O)C. The product is [CH2:13]([C:17]1[N:22]2[N:23]=[CH:24][CH:25]=[C:21]2[N:20]([C@H:26]2[CH2:31][CH2:30][C@H:29]([O:32][CH2:33][C:34]([OH:37])([CH3:35])[CH3:36])[CH2:28][CH2:27]2)[C:19](=[O:38])[C:18]=1[CH2:39][C:40]1[CH:45]=[CH:44][C:43]([C:46]2[CH:51]=[CH:50][CH:49]=[CH:48][C:47]=2[C:52]2[NH:3][C:4](=[O:7])[O:5][N:53]=2)=[C:42]([F:54])[CH:41]=1)[CH2:14][CH2:15][CH3:16]. The yield is 0.440. (2) The reactants are [C:1]1([C:7]2[CH:12]=[C:11]([CH2:13][CH2:14][S:15](=[O:19])(=[O:18])[NH:16][CH3:17])[CH:10]=[CH:9][C:8]=2[NH:20][C:21]([C:23]2[N:24](COCC[Si](C)(C)C)[CH:25]=[C:26]([C:28]#[N:29])[N:27]=2)=[O:22])[CH2:6][CH2:5][CH2:4][CH2:3][CH:2]=1.CO.C(O)(C(F)(F)F)=O. The catalyst is C(Cl)Cl. The product is [C:1]1([C:7]2[CH:12]=[C:11]([CH2:13][CH2:14][S:15](=[O:18])(=[O:19])[NH:16][CH3:17])[CH:10]=[CH:9][C:8]=2[NH:20][C:21]([C:23]2[NH:24][CH:25]=[C:26]([C:28]#[N:29])[N:27]=2)=[O:22])[CH2:6][CH2:5][CH2:4][CH2:3][CH:2]=1. The yield is 0.110. (3) The reactants are [CH2:1]([S:6][C:7]1[C:8]([CH:12]2[CH:17]3[CH2:18][CH2:19][N:14]([CH2:15][CH2:16]3)[CH2:13]2)=[N:9][NH:10][CH:11]=1)[CH2:2]CCC.C(S)C. No catalyst specified. The product is [CH2:1]([S:6][C:7]1[C:8]([CH:12]2[CH:17]3[CH2:16][CH2:15][N:14]([CH2:19][CH2:18]3)[CH2:13]2)=[N:9][NH:10][CH:11]=1)[CH3:2]. The yield is 0.300. (4) The reactants are [CH3:1][NH2:2].[CH3:3][CH2:4][NH:5][C:6]([C@H:8]1[O:12][C@@H:11]([N:13]2[C:17]3[N:18]=[C:19]([C:23]#[C:24][CH2:25][CH:26]4[CH2:31][CH2:30][CH:29]([C:32]([O:34]C)=O)[CH2:28][CH2:27]4)[N:20]=[C:21]([NH2:22])[C:16]=3[N:15]=[CH:14]2)[C@H:10]([OH:36])[C@@H:9]1[OH:37])=[O:7]. The catalyst is CO. The product is [CH2:4]([NH:5][C:6]([CH:8]1[CH:9]([OH:37])[CH:10]([OH:36])[CH:11]([N:13]2[CH:14]=[N:15][C:16]3[C:17]2=[N:18][C:19]([C:23]#[C:24][CH2:25][CH:26]2[CH2:31][CH2:30][CH:29]([C:32](=[O:34])[NH:2][CH3:1])[CH2:28][CH2:27]2)=[N:20][C:21]=3[NH2:22])[O:12]1)=[O:7])[CH3:3]. The yield is 0.480. (5) The reactants are [N+:1]([C:4]1[CH:13]=[C:12]2[C:7]([CH2:8][CH2:9][CH2:10][C:11]2=O)=[CH:6][CH:5]=1)([O-:3])=[O:2].[NH2:15][OH:16]. The catalyst is N1C=CC=CC=1. The product is [N+:1]([C:4]1[CH:13]=[C:12]2[C:7]([CH2:8][CH2:9][CH2:10][C:11]2=[N:15][OH:16])=[CH:6][CH:5]=1)([O-:3])=[O:2]. The yield is 0.880. (6) The reactants are [Cl:1][C:2]1[N:7]=[C:6]([CH2:8][C:9]([C:11]2[C:12]([F:29])=[C:13]([NH:17][S:18]([C:21]3[C:26]([F:27])=[CH:25][CH:24]=[CH:23][C:22]=3[F:28])(=[O:20])=[O:19])[CH:14]=[CH:15][CH:16]=2)=O)[CH:5]=[CH:4][N:3]=1.CN(C=O)C.C1C(=O)N(Br)C(=O)C1.[CH3:43][CH:44]([CH3:48])[C:45](=[S:47])[NH2:46]. The catalyst is CCOC(C)=O. The product is [Cl:1][C:2]1[N:7]=[C:6]([C:8]2[S:47][C:45]([CH:44]([CH3:48])[CH3:43])=[N:46][C:9]=2[C:11]2[C:12]([F:29])=[C:13]([NH:17][S:18]([C:21]3[C:26]([F:27])=[CH:25][CH:24]=[CH:23][C:22]=3[F:28])(=[O:20])=[O:19])[CH:14]=[CH:15][CH:16]=2)[CH:5]=[CH:4][N:3]=1. The yield is 0.450. (7) The reactants are I[C:2]1[N:3]=[C:4]([CH3:16])[N:5]([CH2:7][CH2:8][O:9][CH:10]2[CH2:15][CH2:14][CH2:13][CH2:12][O:11]2)[CH:6]=1.IC1N(CCOC2CCCCO2)C(C)=NC=1.C([Mg]Br)C.[CH3:37][Sn:38](Cl)([CH3:40])[CH3:39].[NH4+].[Cl-]. The catalyst is C(Cl)Cl. The product is [CH3:16][C:4]1[N:5]([CH2:7][CH2:8][O:9][CH:10]2[CH2:15][CH2:14][CH2:13][CH2:12][O:11]2)[CH:6]=[C:2]([Sn:38]([CH3:40])([CH3:39])[CH3:37])[N:3]=1. The yield is 0.630.